From a dataset of Catalyst prediction with 721,799 reactions and 888 catalyst types from USPTO. Predict which catalyst facilitates the given reaction. (1) Reactant: [Cl:1][C:2]1[N:7]=[C:6]([O:8][C@@H:9]([C:11]2[CH:12]=[C:13]([CH:15]=[CH:16][CH:17]=2)[NH2:14])[CH3:10])[CH:5]=[N:4][CH:3]=1.[F:18][C:19]([F:30])([F:29])[C:20]1[CH:21]=[C:22]([CH:26]=[CH:27][CH:28]=1)[C:23](O)=[O:24].Cl.CN(C)CCCN=C=NCC.C(N(CC)CC)C. Product: [Cl:1][C:2]1[N:7]=[C:6]([O:8][C@@H:9]([C:11]2[CH:12]=[C:13]([NH:14][C:23](=[O:24])[C:22]3[CH:26]=[CH:27][CH:28]=[C:20]([C:19]([F:18])([F:29])[F:30])[CH:21]=3)[CH:15]=[CH:16][CH:17]=2)[CH3:10])[CH:5]=[N:4][CH:3]=1. The catalyst class is: 119. (2) Reactant: [Br:1][C:2]1[CH:3]=[C:4]([NH:8][C:9]([NH2:11])=[S:10])[CH:5]=[CH:6][CH:7]=1.CO[CH:14](OC)[N:15]([CH3:17])[CH3:16]. Product: [Br:1][C:2]1[CH:3]=[C:4]([NH:8][C:9](/[N:11]=[CH:14]/[N:15]([CH3:17])[CH3:16])=[S:10])[CH:5]=[CH:6][CH:7]=1. The catalyst class is: 28. (3) Reactant: [O:1]1[CH2:6][CH2:5][CH:4]([C:7]([OH:9])=O)[CH2:3][CH2:2]1.CN(C(ON1N=NC2C=CC=NC1=2)=[N+](C)C)C.F[P-](F)(F)(F)(F)F.[O:34]1[C:40]2[CH:41]=[C:42]([C:45]([O:47][CH2:48][CH3:49])=[O:46])[CH:43]=[CH:44][C:39]=2[C@H:38]2[CH2:50][C@@H:35]1[CH2:36][NH:37]2.CCN(C(C)C)C(C)C. Product: [O:1]1[CH2:2][CH2:3][CH:4]([C:7]([N:37]2[C@@H:38]3[CH2:50][C@@H:35]([O:34][C:40]4[CH:41]=[C:42]([C:45]([O:47][CH2:48][CH3:49])=[O:46])[CH:43]=[CH:44][C:39]=43)[CH2:36]2)=[O:9])[CH2:5][CH2:6]1. The catalyst class is: 3. (4) Reactant: [F:1][C:2]1[CH:3]=[C:4]([CH:9]2[N:14]([C:15](OC3C=CC([N+]([O-])=O)=CC=3)=[O:16])[C:13](=[O:27])[NH:12][C:11]([CH3:28])=[C:10]2[C:29]([O:31][CH3:32])=[O:30])[CH:5]=[CH:6][C:7]=1[F:8].[NH2:33][CH2:34][CH2:35][CH2:36][N:37]1[CH:41]=[CH:40][N:39]=[CH:38]1. Product: [CH3:32][O:31][C:29]([C:10]1[CH:9]([C:4]2[CH:5]=[CH:6][C:7]([F:8])=[C:2]([F:1])[CH:3]=2)[N:14]([C:15](=[O:16])[NH:33][CH2:34][CH2:35][CH2:36][N:37]2[CH:41]=[CH:40][N:39]=[CH:38]2)[C:13](=[O:27])[NH:12][C:11]=1[CH3:28])=[O:30]. The catalyst class is: 2. (5) Reactant: [Br:1]Br.[F:3][C:4]1[CH:9]=[CH:8][C:7]([S:10]([CH3:13])(=[O:12])=[O:11])=[CH:6][C:5]=1[N+:14]([O-:16])=[O:15].[N+]([O-])(O)=O. Product: [Br:1][C:9]1[CH:8]=[C:7]([S:10]([CH3:13])(=[O:12])=[O:11])[CH:6]=[C:5]([N+:14]([O-:16])=[O:15])[C:4]=1[F:3]. The catalyst class is: 65. (6) Reactant: [C:1]([O:4][CH:5]1[C:9]2=[N:10][CH:11]=[C:12]([NH2:28])[C:13]([N:14]3[CH2:19][CH2:18][CH2:17][C@H:16]([NH:20][C:21]([O:23][C:24]([CH3:27])([CH3:26])[CH3:25])=[O:22])[CH2:15]3)=[C:8]2[CH2:7][CH2:6]1)(=[O:3])[CH3:2].[NH2:29][C:30]1[C:31]([C:45](O)=[O:46])=[N:32][C:33]([C:37]2[C:42]([F:43])=[CH:41][CH:40]=[CH:39][C:38]=2[F:44])=[C:34]([F:36])[CH:35]=1.CN(C(ON1N=NC2C=CC=NC1=2)=[N+](C)C)C.F[P-](F)(F)(F)(F)F.CCN(C(C)C)C(C)C. Product: [C:1]([O:4][CH:5]1[C:9]2=[N:10][CH:11]=[C:12]([NH:28][C:45]([C:31]3[C:30]([NH2:29])=[CH:35][C:34]([F:36])=[C:33]([C:37]4[C:38]([F:44])=[CH:39][CH:40]=[CH:41][C:42]=4[F:43])[N:32]=3)=[O:46])[C:13]([N:14]3[CH2:19][CH2:18][CH2:17][C@H:16]([NH:20][C:21]([O:23][C:24]([CH3:27])([CH3:26])[CH3:25])=[O:22])[CH2:15]3)=[C:8]2[CH2:7][CH2:6]1)(=[O:3])[CH3:2]. The catalyst class is: 3. (7) Reactant: S(Cl)([Cl:3])=O.[NH2:5][C:6]1[N:11]=[C:10]([Cl:12])[C:9]([CH2:13][C:14]2[CH:19]=[CH:18][C:17]([CH2:20]O)=[CH:16][C:15]=2[O:22][CH3:23])=[C:8]([CH3:24])[N:7]=1. Product: [Cl:12][C:10]1[C:9]([CH2:13][C:14]2[CH:19]=[CH:18][C:17]([CH2:20][Cl:3])=[CH:16][C:15]=2[O:22][CH3:23])=[C:8]([CH3:24])[N:7]=[C:6]([NH2:5])[N:11]=1. The catalyst class is: 2.